From a dataset of Forward reaction prediction with 1.9M reactions from USPTO patents (1976-2016). Predict the product of the given reaction. (1) Given the reactants [CH3:1][N:2]([CH3:27])[C:3]([C:5]1[N:10]=[C:9]2[C:11]([CH:15]=[O:16])=[C:12]([CH3:14])[NH:13][C:8]2=[C:7]([NH:17][CH2:18][C:19]2[C:24]([CH3:25])=[CH:23][CH:22]=[CH:21][C:20]=2[CH3:26])[CH:6]=1)=[O:4].[BH4-].[Na+].ClCCl.[Cl-].[NH4+], predict the reaction product. The product is: [CH3:27][N:2]([CH3:1])[C:3]([C:5]1[N:10]=[C:9]2[C:11]([CH2:15][OH:16])=[C:12]([CH3:14])[NH:13][C:8]2=[C:7]([NH:17][CH2:18][C:19]2[C:24]([CH3:25])=[CH:23][CH:22]=[CH:21][C:20]=2[CH3:26])[CH:6]=1)=[O:4]. (2) Given the reactants [CH2:1]=O.[NH2:3][CH2:4][C@@:5]([C:17]1[CH:22]=[CH:21][C:20]([F:23])=[CH:19][CH:18]=1)([OH:16])[CH2:6][CH2:7][O:8][Si:9]([C:12]([CH3:15])([CH3:14])[CH3:13])([CH3:11])[CH3:10].O, predict the reaction product. The product is: [Si:9]([O:8][CH2:7][CH2:6][C@:5]1([C:17]2[CH:18]=[CH:19][C:20]([F:23])=[CH:21][CH:22]=2)[O:16][CH2:1][NH:3][CH2:4]1)([C:12]([CH3:15])([CH3:14])[CH3:13])([CH3:10])[CH3:11]. (3) Given the reactants [F:1][C:2]1[CH:7]=[CH:6][C:5]([C:8]2[S:12][C:11]([CH3:13])=[N:10][C:9]=2[C:14]([OH:16])=O)=[CH:4][CH:3]=1.C(Cl)(=O)C(Cl)=O.CN(C=O)C.Cl.[F:29][C:30]1[C:31]2[N:32]([CH:36]=[C:37]([CH2:39][C@@H:40]3[CH2:45][CH2:44][CH2:43][CH2:42][NH:41]3)[N:38]=2)[CH:33]=[CH:34][CH:35]=1, predict the reaction product. The product is: [F:29][C:30]1[C:31]2[N:32]([CH:36]=[C:37]([CH2:39][C@@H:40]3[CH2:45][CH2:44][CH2:43][CH2:42][N:41]3[C:14]([C:9]3[N:10]=[C:11]([CH3:13])[S:12][C:8]=3[C:5]3[CH:4]=[CH:3][C:2]([F:1])=[CH:7][CH:6]=3)=[O:16])[N:38]=2)[CH:33]=[CH:34][CH:35]=1. (4) Given the reactants [NH2:1][C@H:2]1[CH2:6][CH2:5][CH2:4][C@H:3]1[NH:7][C:8](=[O:14])OC(C)(C)C.CCN(C(C)C)C(C)C.[CH3:24][O:25][C:26]1[CH:34]=[CH:33][CH:32]=[C:31]([O:35][CH3:36])[C:27]=1C([Cl:30])=O, predict the reaction product. The product is: [ClH:30].[NH2:1][C@@H:2]1[CH2:6][CH2:5][CH2:4][C@@H:3]1[NH:7][C:8](=[O:14])[C:27]1[C:26]([O:25][CH3:24])=[CH:34][CH:33]=[CH:32][C:31]=1[O:35][CH3:36]. (5) Given the reactants Br[C:2]1[N:6]2[N:7]=[C:8]([NH:11][CH2:12][C:13]3[CH:18]=[CH:17][CH:16]=[CH:15][N:14]=3)[CH:9]=[CH:10][C:5]2=[N:4][CH:3]=1.[ClH:19].CCO[CH2:23][CH3:24], predict the reaction product. The product is: [ClH:19].[CH:12](/[C:2]1[N:6]2[N:7]=[C:8]([NH:11][CH2:12][C:13]3[CH:18]=[CH:17][CH:16]=[CH:15][N:14]=3)[CH:9]=[CH:10][C:5]2=[N:4][CH:3]=1)=[CH:13]\[CH2:18][CH2:17][CH2:16][CH2:23][CH3:24].